This data is from CYP2D6 inhibition data for predicting drug metabolism from PubChem BioAssay. The task is: Regression/Classification. Given a drug SMILES string, predict its absorption, distribution, metabolism, or excretion properties. Task type varies by dataset: regression for continuous measurements (e.g., permeability, clearance, half-life) or binary classification for categorical outcomes (e.g., BBB penetration, CYP inhibition). Dataset: cyp2d6_veith. (1) The molecule is CO[C@@H]1CC=C2CCN3CCC4=C(CC(=O)OC4)[C@]23C1. The result is 0 (non-inhibitor). (2) The compound is CCN(CC)S(=O)(=O)c1ccc(C(=O)Nc2ncn(Cc3ccccc3)n2)cc1. The result is 0 (non-inhibitor). (3) The molecule is Oc1ccc2c3c1O[C@H]1c4[nH]c5c(c4C[C@@]4(O)[C@@H](C2)N(CC2CC2)CC[C@]314)C[C@]1(O)[C@H]2Cc3ccc(O)c4c3[C@@]1(CCN2CC1CC1)[C@@H]5O4. The result is 0 (non-inhibitor). (4) The molecule is Cc1ccc(-c2cc(C(=O)NCc3ccco3)c3ccccc3n2)s1. The result is 0 (non-inhibitor).